This data is from Full USPTO retrosynthesis dataset with 1.9M reactions from patents (1976-2016). The task is: Predict the reactants needed to synthesize the given product. (1) Given the product [F:1][C:2]1[CH:10]=[C:9]2[C:5]([C:6]([C:11]#[N:13])=[CH:7][NH:8]2)=[CH:4][CH:3]=1, predict the reactants needed to synthesize it. The reactants are: [F:1][C:2]1[CH:10]=[C:9]2[C:5]([C:6]([CH:11]=O)=[CH:7][NH:8]2)=[CH:4][CH:3]=1.[NH2:13]O.C([O-])=O.[Na+].O. (2) Given the product [CH3:16][C:10]1[N:11]=[C:12]([NH:14][CH3:15])[S:13][C:9]=1[C:7]1[C:4]([C:3]#[N:2])=[CH:5][N:36]=[C:34]([NH:33][C:30]2[CH:29]=[CH:28][C:27]([S:24]([N:21]3[CH2:22][CH2:23][O:18][CH2:19][CH2:20]3)(=[O:25])=[O:26])=[CH:32][CH:31]=2)[N:35]=1, predict the reactants needed to synthesize it. The reactants are: C[N:2](C)[CH:3]=[C:4]([C:7]([C:9]1[S:13][C:12]([NH:14][CH3:15])=[N:11][C:10]=1[CH3:16])=O)[C:5]#N.[O:18]1[CH2:23][CH2:22][N:21]([S:24]([C:27]2[CH:32]=[CH:31][C:30]([NH:33][C:34]([NH2:36])=[NH:35])=[CH:29][CH:28]=2)(=[O:26])=[O:25])[CH2:20][CH2:19]1. (3) Given the product [F:13][C:4]1[CH:3]=[CH:2][C:7]([C:8]([OH:10])=[O:9])=[C:6]([I:11])[C:5]=1[CH3:12], predict the reactants needed to synthesize it. The reactants are: F[C:2]1[C:7]([C:8]([OH:10])=[O:9])=[C:6]([I:11])[C:5]([CH3:12])=[CH:4][CH:3]=1.[F:13]C1C(C)=C(C=CC=1)N. (4) The reactants are: [C:1]([O:5][C:6](=[O:27])[CH2:7][CH2:8][C:9]1[CH:14]=[CH:13][C:12]([OH:15])=[CH:11][C:10]=1[CH2:16][O:17][C:18](=[O:26])[NH:19][CH:20]1[CH2:25][CH2:24][CH2:23][CH2:22][CH2:21]1)([CH3:4])([CH3:3])[CH3:2].Br[CH2:29][CH2:30][CH2:31][O:32][C:33]1[CH:38]=[CH:37][C:36]([C:39]([C:41]2[CH:46]=[CH:45][CH:44]=[CH:43][CH:42]=2)=[O:40])=[CH:35][CH:34]=1.C(=O)([O-])[O-].[K+].[K+].C(OCC)(=O)C. Given the product [C:1]([O:5][C:6](=[O:27])[CH2:7][CH2:8][C:9]1[CH:14]=[CH:13][C:12]([O:15][CH2:29][CH2:30][CH2:31][O:32][C:33]2[CH:38]=[CH:37][C:36]([C:39](=[O:40])[C:41]3[CH:46]=[CH:45][CH:44]=[CH:43][CH:42]=3)=[CH:35][CH:34]=2)=[CH:11][C:10]=1[CH2:16][O:17][C:18](=[O:26])[NH:19][CH:20]1[CH2:25][CH2:24][CH2:23][CH2:22][CH2:21]1)([CH3:4])([CH3:2])[CH3:3], predict the reactants needed to synthesize it. (5) Given the product [CH3:10][C:6]1[CH:5]=[CH:4][N:3]=[CH:2][C:7]=1[C:8]#[N:9], predict the reactants needed to synthesize it. The reactants are: Cl[C:2]1[C:7]([C:8]#[N:9])=[C:6]([CH3:10])[CH:5]=[C:4](Cl)[N:3]=1.C(N(CC)CC)C.[H][H]. (6) Given the product [CH3:14][O:13][C:6]1[CH:5]=[C:4]([CH:9]=[CH:8][C:7]=1[N+:10]([O-:12])=[O:11])[O:15][CH2:16][CH2:17][N:18]1[CH2:23][CH2:22][N:21]([C:24]([O:26][C:27]([CH3:30])([CH3:29])[CH3:28])=[O:25])[CH2:20][CH2:19]1, predict the reactants needed to synthesize it. The reactants are: [OH-].[K+].F[C:4]1[CH:9]=[CH:8][C:7]([N+:10]([O-:12])=[O:11])=[C:6]([O:13][CH3:14])[CH:5]=1.[OH:15][CH2:16][CH2:17][N:18]1[CH2:23][CH2:22][N:21]([C:24]([O:26][C:27]([CH3:30])([CH3:29])[CH3:28])=[O:25])[CH2:20][CH2:19]1. (7) The reactants are: [OH:1][C:2]1[CH:3]=[C:4]([CH:14]=[C:15]([O:17][CH:18]2[CH2:23][CH2:22][O:21][CH2:20][CH2:19]2)[CH:16]=1)[C:5]([NH:7][C:8]1[CH:12]=[CH:11][N:10]([CH3:13])[N:9]=1)=[O:6].[N:24]1([C:28]([C:30]2[CH:35]=[CH:34][C:33](Br)=[CH:32][N:31]=2)=[O:29])[CH2:27][CH2:26][CH2:25]1.C(=O)([O-])[O-].[Cs+].[Cs+]. Given the product [N:24]1([C:28]([C:30]2[N:31]=[CH:32][C:33]([O:1][C:2]3[CH:3]=[C:4]([CH:14]=[C:15]([O:17][CH:18]4[CH2:23][CH2:22][O:21][CH2:20][CH2:19]4)[CH:16]=3)[C:5]([NH:7][C:8]3[CH:12]=[CH:11][N:10]([CH3:13])[N:9]=3)=[O:6])=[CH:34][CH:35]=2)=[O:29])[CH2:27][CH2:26][CH2:25]1, predict the reactants needed to synthesize it. (8) Given the product [C:1]([O:5][C:6]([NH:8][C@@H:9]1[CH2:12][C@H:11]([C:13]([NH:29][C@@H:30]([CH:35]([CH3:37])[CH3:36])[C:31]([O:33][CH3:34])=[O:32])=[O:15])[C:10]1([CH3:17])[CH3:16])=[O:7])([CH3:2])([CH3:3])[CH3:4], predict the reactants needed to synthesize it. The reactants are: [C:1]([O:5][C:6]([NH:8][C@@H:9]1[CH2:12][C@H:11]([C:13]([OH:15])=O)[C:10]1([CH3:17])[CH3:16])=[O:7])([CH3:4])([CH3:3])[CH3:2].C1C=CC2N(O)N=NC=2C=1.Cl.[NH2:29][C@@H:30]([CH:35]([CH3:37])[CH3:36])[C:31]([O:33][CH3:34])=[O:32].CCN(CC)CC.